Dataset: Full USPTO retrosynthesis dataset with 1.9M reactions from patents (1976-2016). Task: Predict the reactants needed to synthesize the given product. (1) The reactants are: [CH:1]1[C:13]2[CH:12]([CH2:14][O:15][C:16]([N:18]3[CH2:23][CH2:22][CH2:21][CH:20]([NH:24][C:25]4[C:30]([N+:31]([O-])=O)=[CH:29][N:28]=[C:27]5[N:34]([S:37]([C:40]6[CH:45]=[CH:44][CH:43]=[CH:42][CH:41]=6)(=[O:39])=[O:38])[CH:35]=[CH:36][C:26]=45)[CH2:19]3)=[O:17])[C:11]3[C:6](=[CH:7][CH:8]=[CH:9][CH:10]=3)[C:5]=2[CH:4]=[CH:3][CH:2]=1.C1COCC1. Given the product [CH:1]1[C:13]2[CH:12]([CH2:14][O:15][C:16]([N:18]3[CH2:23][CH2:22][CH2:21][CH:20]([NH:24][C:25]4[C:30]([NH2:31])=[CH:29][N:28]=[C:27]5[N:34]([S:37]([C:40]6[CH:41]=[CH:42][CH:43]=[CH:44][CH:45]=6)(=[O:39])=[O:38])[CH:35]=[CH:36][C:26]=45)[CH2:19]3)=[O:17])[C:11]3[C:6](=[CH:7][CH:8]=[CH:9][CH:10]=3)[C:5]=2[CH:4]=[CH:3][CH:2]=1, predict the reactants needed to synthesize it. (2) Given the product [NH2:14][C:15]1[C:16](=[O:44])[N:17]([CH2:36][CH2:37][C:38]2[CH:39]=[CH:40][CH:41]=[CH:42][CH:43]=2)[C:18]([C:22]2[CH:27]=[CH:26][CH:25]=[CH:24][C:23]=2[O:28][CH2:29][C:30]2[CH:35]=[CH:34][CH:33]=[CH:32][CH:31]=2)=[N:19][C:20]=1[CH3:21], predict the reactants needed to synthesize it. The reactants are: C1(C(=[N:14][C:15]2[C:16](=[O:44])[N:17]([CH2:36][CH2:37][C:38]3[CH:43]=[CH:42][CH:41]=[CH:40][CH:39]=3)[C:18]([C:22]3[CH:27]=[CH:26][CH:25]=[CH:24][C:23]=3[O:28][CH2:29][C:30]3[CH:35]=[CH:34][CH:33]=[CH:32][CH:31]=3)=[N:19][C:20]=2[CH3:21])C2C=CC=CC=2)C=CC=CC=1.Cl. (3) The reactants are: [CH2:1]([C:3]1[CH:4]=[N:5][C:6]([O:9][C@H:10]2[C@@H:15]3[CH2:16][C@@H:12]([CH2:13][N:14]3C(OC(C)(C)C)=O)[CH2:11]2)=[N:7][CH:8]=1)[CH3:2].Cl. Given the product [CH2:1]([C:3]1[CH:8]=[N:7][C:6]([O:9][C@H:10]2[C@@H:15]3[CH2:16][C@@H:12]([CH2:13][NH:14]3)[CH2:11]2)=[N:5][CH:4]=1)[CH3:2], predict the reactants needed to synthesize it. (4) Given the product [NH2:29][C:20](=[O:22])[CH2:19][C:15]1([NH:14][C:12]([C:10]2[CH:9]=[CH:8][C:7]([C:23]([F:24])([F:25])[F:26])=[C:6]([O:5][CH2:4][CH:1]3[CH2:3][CH2:2]3)[N:11]=2)=[O:13])[CH2:18][S:17][CH2:16]1, predict the reactants needed to synthesize it. The reactants are: [CH:1]1([CH2:4][O:5][C:6]2[N:11]=[C:10]([C:12]([NH:14][C:15]3([CH2:19][C:20]([OH:22])=O)[CH2:18][S:17][CH2:16]3)=[O:13])[CH:9]=[CH:8][C:7]=2[C:23]([F:26])([F:25])[F:24])[CH2:3][CH2:2]1.C1N=C[N:29](C(N2C=NC=C2)=O)C=1.N. (5) Given the product [CH2:7]([N:14]1[CH2:15][CH2:16][N:17]([CH:20]([CH3:26])[CH2:21][OH:22])[CH2:18][CH2:19]1)[C:8]1[CH:9]=[CH:10][CH:11]=[CH:12][CH:13]=1, predict the reactants needed to synthesize it. The reactants are: [H-].[Li+].[Al+3].[H-].[H-].[H-].[CH2:7]([N:14]1[CH2:19][CH2:18][N:17]([CH:20]([CH3:26])[C:21](OCC)=[O:22])[CH2:16][CH2:15]1)[C:8]1[CH:13]=[CH:12][CH:11]=[CH:10][CH:9]=1.[OH-].[Na+].